This data is from Forward reaction prediction with 1.9M reactions from USPTO patents (1976-2016). The task is: Predict the product of the given reaction. (1) Given the reactants [CH:1]1([NH:6][C:7]2[C:8]3[N:9]([CH:15]=[CH:16][CH:17]=3)[N:10]=[CH:11][C:12]=2[C:13]#[N:14])[CH2:5][CH2:4][CH2:3][CH2:2]1.[OH-:18].[NH4+].OO, predict the reaction product. The product is: [CH:1]1([NH:6][C:7]2[C:8]3[N:9]([CH:15]=[CH:16][CH:17]=3)[N:10]=[CH:11][C:12]=2[C:13]([NH2:14])=[O:18])[CH2:2][CH2:3][CH2:4][CH2:5]1. (2) Given the reactants [Cl:1][C:2]1[CH:3]=[C:4]([C:9]2([C:25]([F:28])([F:27])[F:26])[CH2:13][CH2:12][N:11]([C:14]3[CH:15]=[C:16]4[C:21](=[CH:22][CH:23]=3)[C:20]([NH2:24])=[CH:19][CH:18]=[CH:17]4)[CH2:10]2)[CH:5]=[C:6]([Cl:8])[CH:7]=1.C(N(CC)CC)C.[C:36](O[C:36](=[O:39])[CH2:37][CH3:38])(=[O:39])[CH2:37][CH3:38], predict the reaction product. The product is: [Cl:1][C:2]1[CH:3]=[C:4]([C:9]2([C:25]([F:27])([F:28])[F:26])[CH2:13][CH2:12][N:11]([C:14]3[CH:15]=[C:16]4[C:21](=[CH:22][CH:23]=3)[C:20]([NH:24][C:36](=[O:39])[CH2:37][CH3:38])=[CH:19][CH:18]=[CH:17]4)[CH2:10]2)[CH:5]=[C:6]([Cl:8])[CH:7]=1. (3) Given the reactants OC(C(O)CCCCCCCC)CCCCCCCC(O)=O.OC(CCC(O)CCCCCC)CCCCCCCC(O)=O.[CH2:45]([CH2:60][CH2:61][CH2:62][C:63]([OH:65])=[O:64])[CH2:46][CH2:47][CH2:48][CH:49](O)[CH:50](O)[CH2:51][CH2:52][CH2:53][CH2:54][CH2:55][CH2:56][OH:57].OC(C(O)CC(O)CCCCCC)CCCCCCCC(O)=O.OC(O)(CCCCCCCCCCCCCC)C(O)(O)C(O)(O)C(O)=O.OC(O)(CCCCCCCCCCCCC)C(O)(O)C(O)(O)C(O)(O)C(O)=O, predict the reaction product. The product is: [OH:57][CH2:56][CH2:55][CH2:54][CH2:53][CH2:52][CH2:51][CH2:50][CH2:49][CH2:48][CH:47]=[CH:46][CH2:45][CH2:60][CH2:61][CH2:62][C:63]([OH:65])=[O:64]. (4) Given the reactants [C:1]1([CH3:17])[CH:6]=[CH:5][CH:4]=[CH:3][C:2]=1[NH:7][S:8]([C:11]1[CH:16]=[CH:15][CH:14]=[CH:13][CH:12]=1)(=[O:10])=[O:9].C([Li])CCC.[CH3:23][O:24][C:25]1[CH:26]=[C:27]([CH:30]=[C:31]2[O:35][CH2:34][O:33][C:32]=12)[CH:28]=[O:29].[Cl-].[NH4+], predict the reaction product. The product is: [OH:29][CH:28]([C:27]1[CH:26]=[C:25]([O:24][CH3:23])[C:32]2[O:33][CH2:34][O:35][C:31]=2[CH:30]=1)[C:16]1[CH:15]=[CH:14][CH:13]=[CH:12][C:11]=1[S:8]([NH:7][C:2]1[CH:3]=[CH:4][CH:5]=[CH:6][C:1]=1[CH3:17])(=[O:9])=[O:10]. (5) The product is: [Cl:42][C:40]1[N:39]=[CH:38][N:37]([C:32]2[N:31]=[CH:30][C:29]([NH:28][C:25]3[N:24]=[C:23]4[CH:15]([C:16]5[CH:17]=[CH:18][C:19]([F:22])=[CH:20][CH:21]=5)[CH2:14][CH2:13][CH2:12][CH2:11][N:27]4[N:26]=3)=[CH:34][C:33]=2[O:35][CH3:36])[CH:41]=1. Given the reactants N1(O[CH2:11][CH2:12][CH2:13][CH2:14][CH:15]([C:23]2[NH:27][N:26]=[C:25]([NH:28][C:29]3[CH:30]=[N:31][C:32]([N:37]4[CH:41]=[C:40]([Cl:42])[N:39]=[CH:38]4)=[C:33]([O:35][CH3:36])[CH:34]=3)[N:24]=2)[C:16]2[CH:21]=[CH:20][C:19]([F:22])=[CH:18][CH:17]=2)C2C=CC=CC=2N=N1.CCN(C(C)C)C(C)C, predict the reaction product. (6) Given the reactants [CH:1]1([C:4]2[CH:5]=[CH:6][C:7]([C:15]([OH:17])=O)=[N:8][C:9]=2[O:10][CH2:11][CH:12]2[CH2:14][CH2:13]2)[CH2:3][CH2:2]1.Cl.[CH3:19][O:20][C:21](=[O:28])[C@H:22]([C:24]([CH3:27])([CH3:26])[CH3:25])[NH2:23], predict the reaction product. The product is: [CH3:19][O:20][C:21](=[O:28])[C@@H:22]([NH:23][C:15]([C:7]1[CH:6]=[CH:5][C:4]([CH:1]2[CH2:2][CH2:3]2)=[C:9]([O:10][CH2:11][CH:12]2[CH2:13][CH2:14]2)[N:8]=1)=[O:17])[C:24]([CH3:27])([CH3:26])[CH3:25]. (7) The product is: [CH3:12][O:11][C:7]1[CH:6]=[C:5]([NH:13][C:14]2[CH:19]=[N:18][CH:17]=[C:16]([C:4]3[CH:3]=[CH:8][C:7]([C:36]([C:30]4[C:29]([F:28])=[CH:34][CH:33]=[CH:32][C:31]=4[F:35])=[O:37])=[CH:6][C:5]=3[NH2:13])[N:15]=2)[CH:4]=[C:3]([O:2][CH3:1])[C:8]=1[O:9][CH3:10]. Given the reactants [CH3:1][O:2][C:3]1[CH:4]=[C:5]([NH:13][C:14]2[CH:19]=[N:18][CH:17]=[C:16](OC3C=CC(N)=CC=3)[N:15]=2)[CH:6]=[C:7]([O:11][CH3:12])[C:8]=1[O:9][CH3:10].[F:28][C:29]1[CH:34]=[CH:33][CH:32]=[C:31]([F:35])[C:30]=1[C:36](Cl)=[O:37], predict the reaction product. (8) Given the reactants [CH3:1][O:2][C:3]1[CH:4]=[C:5]2[C:10](=[CH:11][C:12]=1[O:13][CH3:14])[N:9]=[CH:8][CH:7]=[C:6]2[O:15][C:16]1[CH:17]=[C:18]2[C:23](=[CH:24][CH:25]=1)[C:22]([C:26]([OH:28])=O)=[CH:21][CH:20]=[CH:19]2.Cl.CN(C)CCCN=C=NCC.C1C=NC2N(O)N=NC=2C=1.[CH3:51][N:52]([CH3:56])[CH2:53][CH2:54][NH2:55].CCN(C(C)C)C(C)C, predict the reaction product. The product is: [CH3:1][O:2][C:3]1[CH:4]=[C:5]2[C:10](=[CH:11][C:12]=1[O:13][CH3:14])[N:9]=[CH:8][CH:7]=[C:6]2[O:15][C:16]1[CH:17]=[C:18]2[C:23](=[CH:24][CH:25]=1)[C:22]([C:26]([NH:55][CH2:54][CH2:53][N:52]([CH3:56])[CH3:51])=[O:28])=[CH:21][CH:20]=[CH:19]2. (9) Given the reactants [O:1]=[C:2]1[NH:6][C:5](=[O:7])[C:4]2([CH2:12][CH2:11][CH2:10][N:9]([C:13]([O:15][C:16]([CH3:19])([CH3:18])[CH3:17])=[O:14])[CH2:8]2)[NH:3]1.C(=O)([O-])[O-].[K+].[K+].I[CH:27]([CH3:29])[CH3:28], predict the reaction product. The product is: [CH:27]([N:6]1[C:5](=[O:7])[C:4]2([CH2:12][CH2:11][CH2:10][N:9]([C:13]([O:15][C:16]([CH3:19])([CH3:18])[CH3:17])=[O:14])[CH2:8]2)[NH:3][C:2]1=[O:1])([CH3:29])[CH3:28].